This data is from PAMPA (Parallel Artificial Membrane Permeability Assay) permeability data from NCATS. The task is: Regression/Classification. Given a drug SMILES string, predict its absorption, distribution, metabolism, or excretion properties. Task type varies by dataset: regression for continuous measurements (e.g., permeability, clearance, half-life) or binary classification for categorical outcomes (e.g., BBB penetration, CYP inhibition). Dataset: pampa_ncats. (1) The compound is CC1=C(SC2=C1C(=N[C@@H](C3=NN=C(N32)C)CC(=O)NCCCCNC(=O)COC4=CC=CC5=C4C(=O)N(C5=O)[C@H]6CCC(=O)NC6=O)C7=CC=C(C=C7)Cl)C. The result is 0 (low-to-moderate permeability). (2) The drug is COC1=CC=C(C=C1)S(=O)(=O)NC2=C(C=CN=C2)C(=O)NC3=NC(=CS3)C4=CC=CC=C4. The result is 1 (high permeability). (3) The drug is C1=CC=C2C(=C1)/C(=C\C3=CC(=C(C=C3)O)F)/C(=O)N2. The result is 1 (high permeability). (4) The compound is CC1=CC(=CC(=C1O)C)/C=C/2\C3=CC=CC=C3NC2=O. The result is 1 (high permeability). (5) The drug is CC1=CC=C(C=C1)S(=O)(=O)NC2=C(C=CN=C2)C(=O)NC3=NC(=CS3)C4=CC=NC=C4. The result is 1 (high permeability). (6) The compound is CC1CN(CCN1C2=CC=C(C=C2)C)C3=C(C(=O)N(N=C3)C4=NC5=CC=CC=C5S4)Cl. The result is 1 (high permeability).